From a dataset of Full USPTO retrosynthesis dataset with 1.9M reactions from patents (1976-2016). Predict the reactants needed to synthesize the given product. (1) Given the product [CH2:17]([N:21]([CH2:34][CH:35]([CH3:36])[CH3:37])[C:22]1[CH:27]=[CH:26][C:25]([C:28]([CH3:29])=[CH:11][C:12]([O:14][CH2:15][CH3:16])=[O:13])=[CH:24][C:23]=1[N+:31]([O-:33])=[O:32])[CH:18]([CH3:20])[CH3:19], predict the reactants needed to synthesize it. The reactants are: [H-].[Na+].C(OP([CH2:11][C:12]([O:14][CH2:15][CH3:16])=[O:13])(OCC)=O)C.[CH2:17]([N:21]([CH2:34][CH:35]([CH3:37])[CH3:36])[C:22]1[CH:27]=[CH:26][C:25]([C:28](=O)[CH3:29])=[CH:24][C:23]=1[N+:31]([O-:33])=[O:32])[CH:18]([CH3:20])[CH3:19]. (2) Given the product [OH:8][C:9]1[N:14]=[C:13]([N:15]2[CH2:36][CH2:35][C:18]3([C:22](=[O:23])[N:21]([C:24]4[CH:29]=[CH:28][C:27]([O:30][C:31]([F:32])([F:34])[F:33])=[CH:26][CH:25]=4)[CH2:20][CH2:19]3)[CH2:17][CH2:16]2)[CH:12]=[CH:11][CH:10]=1, predict the reactants needed to synthesize it. The reactants are: C([O:8][C:9]1[N:14]=[C:13]([N:15]2[CH2:36][CH2:35][C:18]3([C:22](=[O:23])[N:21]([C:24]4[CH:29]=[CH:28][C:27]([O:30][C:31]([F:34])([F:33])[F:32])=[CH:26][CH:25]=4)[CH2:20][CH2:19]3)[CH2:17][CH2:16]2)[CH:12]=[CH:11][CH:10]=1)C1C=CC=CC=1. (3) Given the product [Cl:65][C:66]1[CH:72]=[CH:71][C:69]([NH:70][C:28]([CH:9]2[CH:8]([C:4]3[CH:5]=[CH:6][CH:7]=[C:2]([Cl:1])[C:3]=3[F:31])[C:12]([C:15]3[CH:20]=[CH:19][C:18]([Cl:21])=[CH:17][C:16]=3[F:22])([C:13]#[N:14])[CH:11]([CH2:23][C:24]([CH3:27])([CH3:26])[CH3:25])[NH:10]2)=[O:29])=[CH:68][CH:67]=1, predict the reactants needed to synthesize it. The reactants are: [Cl:1][C:2]1[C:3]([F:31])=[C:4]([CH:8]2[C:12]([C:15]3[CH:20]=[CH:19][C:18]([Cl:21])=[CH:17][C:16]=3[F:22])([C:13]#[N:14])[CH:11]([CH2:23][C:24]([CH3:27])([CH3:26])[CH3:25])[NH:10][CH:9]2[C:28](O)=[O:29])[CH:5]=[CH:6][CH:7]=1.CN(C(ON1N=NC2C=CC=NC1=2)=[N+](C)C)C.F[P-](F)(F)(F)(F)F.CCN(C(C)C)C(C)C.[Cl:65][C:66]1[CH:72]=[CH:71][C:69]([NH2:70])=[CH:68][CH:67]=1.